Dataset: Forward reaction prediction with 1.9M reactions from USPTO patents (1976-2016). Task: Predict the product of the given reaction. (1) Given the reactants [N:1]1[CH:6]=[CH:5][CH:4]=[N:3][C:2]=1[CH2:7][C:8]([OH:10])=O.[CH2:11]([C@@H:18]1[NH:23][CH2:22][CH2:21][N:20]([C:24]2[CH:29]=[CH:28][C:27]([O:30][CH:31]([F:33])[F:32])=[C:26]([O:34][CH:35]3[CH2:38][CH2:37][CH2:36]3)[CH:25]=2)[CH2:19]1)[C:12]1[CH:17]=[CH:16][CH:15]=[CH:14][CH:13]=1, predict the reaction product. The product is: [CH2:11]([C@H:18]1[CH2:19][N:20]([C:24]2[CH:29]=[CH:28][C:27]([O:30][CH:31]([F:32])[F:33])=[C:26]([O:34][CH:35]3[CH2:38][CH2:37][CH2:36]3)[CH:25]=2)[CH2:21][CH2:22][N:23]1[C:8](=[O:10])[CH2:7][C:2]1[N:1]=[CH:6][CH:5]=[CH:4][N:3]=1)[C:12]1[CH:13]=[CH:14][CH:15]=[CH:16][CH:17]=1. (2) Given the reactants [OH-].[Na+].[OH:3][C:4]1[CH:13]=[C:12]([OH:14])[CH:11]=[C:10]2[C:5]=1[C:6]([CH2:16][CH2:17][CH3:18])=[CH:7][C:8](=[O:15])[O:9]2.[C:19](Cl)(=[O:24])/[C:20](=[CH:22]/[CH3:23])/[CH3:21].[Cl-].[Al+3].[Cl-].[Cl-].OC1C=C(OC(=O)C(C)=CC)C=C2C=1C(CCC)=CC(=O)O2.Cl, predict the reaction product. The product is: [OH:3][C:4]1[CH:13]=[C:12]([OH:14])[C:11]([C:19](=[O:24])[C:20]([CH3:21])=[CH:22][CH3:23])=[C:10]2[C:5]=1[C:6]([CH2:16][CH2:17][CH3:18])=[CH:7][C:8](=[O:15])[O:9]2.